From a dataset of Experimentally validated miRNA-target interactions with 360,000+ pairs, plus equal number of negative samples. Binary Classification. Given a miRNA mature sequence and a target amino acid sequence, predict their likelihood of interaction. (1) Result: 0 (no interaction). The protein sequence of the target gene is MAPLPPRGLVPSLLWCLSLFLSLPGPVWLQPSPPPHPSPRAEPHPCHTCRALVDNFNKGLERTIRDNFGGGNTAWEEEKLSKYKDSETRLVEVLEGVCSRSDFECHRLLELSEELVENWWFHRQQEAPDLFQWLCSDSLKLCCPSGTFGPSCLPCPGGTERPCGGYGQCEGEGTRGGSGHCDCQAGYGGEACGQCGLGYFEAERNSSHLVCSACFGPCARCTGPEESHCLQCKKGWALHHLKCVDIDECGTEQATCGADQFCVNTEGSYECRDCAKACLGCMGAGPGRCKKCSRGYQQVG.... The miRNA is mmu-miR-374c-5p with sequence AUAAUACAACCUGCUAAGUG. (2) The miRNA is hsa-miR-300 with sequence UAUACAAGGGCAGACUCUCUCU. The protein sequence of the target gene is MEANWTAFLFQAHEASHHQQQAAQNSLLPLLSSAVEPPDQKPLLPIPITQKPQGAPETLKDAIGIKKEKPKTSFVCTYCSKAFRDSYHLRRHESCHTGIKLVSRPKKTPTTVVPLISTIAGDSSRTSLVSTIAGILSTVTTSSSGTNPSSSASTTAMPVTQSVKKPSKPVKKNHACEMCGKAFRDVYHLNRHKLSHSDEKPFECPICNQRFKRKDRMTYHVRSHEGGITKPYTCSVCGKGFSRPDHLSCHVKHVHSTERPFKCQTCTAAFATKDRLRTHMVRHEGKVSCNICGKLLSAAY.... Result: 1 (interaction). (3) The miRNA is mmu-miR-1224-5p with sequence GUGAGGACUGGGGAGGUGGAG. The protein sequence of the target gene is MAAAAVGAGHGAGGPGAASSSGGAREGARVAALCLLWYALSAGGNVVNKVILSAFPFPVTVSLCHILALCAGLPPLLRAWRVPPAPPVSGPGPSPHPSSGPLLPPRFYPRYVLPLAFGKYFASVSAHVSIWKVPVSYAHTVKATMPIWVVLLSRIIMKEKQSTKVYLSLIPIISGVLLATVTELSFDMWGLVSALAATLCFSLQNIFSKKVLRDSRIHHLRLLNILGCHAVFFMIPTWVLVDLSAFLVSSDLTYVYQWPWTLLLLAVSGFCNFAQNVIAFSILNLVSPLSYSVANATKRI.... Result: 0 (no interaction). (4) The miRNA is hsa-miR-7-2-3p with sequence CAACAAAUCCCAGUCUACCUAA. The protein sequence of the target gene is MNLLDPFMKMTEEQDKCISDAPSPTMSDDSAGSPCPSGSGSDTENTRPQENTFPKGDPDLKKESDEDKFPVCIREAVSQVLKGYDWTLVPMPVRVNGSSKNKPHVKRPMNAFMVWAQAARRKLADQYPHLHNAELSKTLGKLWRLLNESEKRPFVEEAERLRVQHKKDHPDYKYQPRRRKSVKNGQSEQEEGSEQTHISPNAIFKALQADSPQSSSSISEVHSPGEHSGQSQGPPTPPTTPKTDAQQPGKQDLKREGRPLAEGGRQPPHIDFRDVDIGELSSDVISNIETFDVNEFDQYL.... Result: 0 (no interaction). (5) The miRNA is hsa-miR-3613-3p with sequence ACAAAAAAAAAAGCCCAACCCUUC. The protein sequence of the target gene is MAAEIHSRPQSSRPVLLSKIEGHQDAVTAALLIPKEDGVITASEDRTIRVWLKRDSGQYWPSIYHTMASPCSAMAYHHDSRRIFVGQDNGAVMEFHVSEDFNKMNFIKTYPAHQNRVSAIIFSLATEWVISTGHDKCVSWMCTRSGNMLGRHFFTSWASCLQYDFDTQYAFVGDYSGQITLLKLEQNTCSVITTLKGHEGSVACLWWDPIQRLLFSGASDNSIIMWDIGGRKGRTLLLQGHHDKVQSLCYLQLTRQLVSCSSDGGIAVWNMDVSREEAPQWLESDSCQKCEQPFFWNIKQ.... Result: 1 (interaction). (6) The miRNA is hsa-miR-937-5p with sequence GUGAGUCAGGGUGGGGCUGG. The protein sequence of the target gene is MSSEAETQQPPAAPAAALSAADTKPGSTGSGAGSGGPGGLTSAAPAGGDKKVIATKVLGTVKWFNVRNGYGFINRNDTKEDVFVHQTAIKKNNPRKYLRSVGDGETVEFDVVEGEKGAEAANVTGPGGVPVQGSKYAADRNHYRRYPRRRGPPRNYQQNYQNSESGEKNEGSESAPEGQAQQRRPYRRRRFPPYYMRRPYARRPQYSNPPVQGEVMEGADNQGAGEQGRPVRQNMYRGYRPRFRRGPPRQRQPREDGNEEDKENQGDETQGQQPPQRRYRRNFNYRRRRPENPKPQDGKE.... Result: 0 (no interaction). (7) The miRNA is hsa-miR-450a-2-3p with sequence AUUGGGGACAUUUUGCAUUCAU. The protein sequence of the target gene is MALGGWRWARKALAAGRPLFQGRALLLTNTLGCGVLMAAGDGARQVWEVRARPGQRFSARRSASMFAVGCSMGPFLHFWYLWLDRLLPASGLRSLPSVMKKVLVDQTVASPILGVWYFLGLGSLEGQTLEESCQELRAKFWDFYKADWCVWPAAQLVNFLFIPSHFRVTYINGLTLGWDTYLSYLKYWVPEPLQTPGCAD. Result: 0 (no interaction).